This data is from NCI-60 drug combinations with 297,098 pairs across 59 cell lines. The task is: Regression. Given two drug SMILES strings and cell line genomic features, predict the synergy score measuring deviation from expected non-interaction effect. Drug 1: C1=CN(C(=O)N=C1N)C2C(C(C(O2)CO)O)O.Cl. Drug 2: CC1=C(C=C(C=C1)NC(=O)C2=CC=C(C=C2)CN3CCN(CC3)C)NC4=NC=CC(=N4)C5=CN=CC=C5. Cell line: SF-539. Synergy scores: CSS=16.1, Synergy_ZIP=-4.80, Synergy_Bliss=-3.82, Synergy_Loewe=-10.8, Synergy_HSA=-0.866.